Dataset: Full USPTO retrosynthesis dataset with 1.9M reactions from patents (1976-2016). Task: Predict the reactants needed to synthesize the given product. (1) The reactants are: [C@@H:1]12[O:7][C@@H:6]1[CH2:5][CH2:4][CH2:3][C@@H:2]2[NH:8][C:9](=[O:18])[O:10][CH2:11][C:12]1[CH:17]=[CH:16][CH:15]=[CH:14][CH:13]=1.[CH3:19][C:20]([O-:22])=[O:21].[Na+].C(O)(=O)C.C(=O)(O)[O-].[Na+]. Given the product [C:20]([O:22][C@H:6]1[CH2:5][CH2:4][CH2:3][C@H:2]([NH:8][C:9]([O:10][CH2:11][C:12]2[CH:17]=[CH:16][CH:15]=[CH:14][CH:13]=2)=[O:18])[C@@H:1]1[OH:7])(=[O:21])[CH3:19], predict the reactants needed to synthesize it. (2) Given the product [CH3:1][C:2]1[C:11]2[C:6](=[CH:7][CH:8]=[CH:9][CH:10]=2)[C:5]([N+:12]([O-:14])=[O:13])=[CH:4][CH:3]=1, predict the reactants needed to synthesize it. The reactants are: [CH3:1][C:2]1[C:11]2[C:6](=[CH:7][CH:8]=[CH:9][CH:10]=2)[CH:5]=[CH:4][CH:3]=1.[N+:12]([O-])([OH:14])=[O:13].